This data is from NCI-60 drug combinations with 297,098 pairs across 59 cell lines. The task is: Regression. Given two drug SMILES strings and cell line genomic features, predict the synergy score measuring deviation from expected non-interaction effect. (1) Drug 1: C(CC(=O)O)C(=O)CN.Cl. Drug 2: COCCOC1=C(C=C2C(=C1)C(=NC=N2)NC3=CC=CC(=C3)C#C)OCCOC.Cl. Cell line: HT29. Synergy scores: CSS=-0.152, Synergy_ZIP=0.394, Synergy_Bliss=0.533, Synergy_Loewe=0.275, Synergy_HSA=-1.81. (2) Drug 1: C1CC(C1)(C(=O)O)C(=O)O.[NH2-].[NH2-].[Pt+2]. Drug 2: C1=NC(=NC(=O)N1C2C(C(C(O2)CO)O)O)N. Cell line: NCI-H322M. Synergy scores: CSS=-2.45, Synergy_ZIP=5.67, Synergy_Bliss=6.41, Synergy_Loewe=-26.7, Synergy_HSA=-9.82.